Dataset: Forward reaction prediction with 1.9M reactions from USPTO patents (1976-2016). Task: Predict the product of the given reaction. (1) The product is: [C:18]([C:2]1[CH:3]=[C:4]2[C:9]([S:10][CH2:11][CH3:12])=[C:8]([C:13]([NH2:15])=[O:14])[CH:7]=[N:6][N:5]2[CH:16]=1)#[N:19]. Given the reactants Br[C:2]1[CH:3]=[C:4]2[C:9]([S:10][CH2:11][CH3:12])=[C:8]([C:13]([NH2:15])=[O:14])[CH:7]=[N:6][N:5]2[CH:16]=1.[Cu][C:18]#[N:19].CCOC(C)=O, predict the reaction product. (2) Given the reactants Br[C:2]1[CH:7]=[CH:6][C:5]([CH:8]([CH3:26])[C:9]([C:15]2[CH:25]=[CH:24][C:18]3[N:19]([CH3:23])[C:20](=[O:22])[O:21][C:17]=3[CH:16]=2)([OH:14])[C:10]([F:13])([F:12])[F:11])=[C:4]([Cl:27])[CH:3]=1.[F:28][C:29]1[CH:30]=[C:31](B(O)O)[CH:32]=[CH:33][C:34]=1[C:35]([O:37][CH3:38])=[O:36], predict the reaction product. The product is: [CH3:38][O:37][C:35]([C:34]1[CH:33]=[CH:32][C:31]([C:2]2[CH:7]=[CH:6][C:5]([CH:8]([CH3:26])[C:9]([OH:14])([C:15]3[CH:25]=[CH:24][C:18]4[N:19]([CH3:23])[C:20](=[O:22])[O:21][C:17]=4[CH:16]=3)[C:10]([F:11])([F:13])[F:12])=[C:4]([Cl:27])[CH:3]=2)=[CH:30][C:29]=1[F:28])=[O:36]. (3) Given the reactants [CH3:1][C:2]1[NH:3][C:4](=[O:13])[C:5]([C:8]([O:10][CH2:11][CH3:12])=[O:9])=[CH:6][N:7]=1.C(N(C(C)C)CC)(C)C.[F:23][C:24]([F:37])([F:36])[S:25](O[S:25]([C:24]([F:37])([F:36])[F:23])(=[O:27])=[O:26])(=[O:27])=[O:26].O, predict the reaction product. The product is: [CH3:1][C:2]1[N:3]=[C:4]([O:13][S:25]([C:24]([F:37])([F:36])[F:23])(=[O:27])=[O:26])[C:5]([C:8]([O:10][CH2:11][CH3:12])=[O:9])=[CH:6][N:7]=1. (4) Given the reactants Br[C:2]1[CH:26]=[CH:25][C:24]2([C:38]3[CH:37]=[CH:36][CH:35]=[CH:34][C:33]=3[C:32]3[C:27]2=[CH:28][CH:29]=[CH:30][CH:31]=3)[C:23]2[C:3]=1[CH:4]=[C:5]1[CH:22]=[C:21]3[C:8]([C:9]4[C:14]([C:15]5[C:20]3=[CH:19][CH:18]=[CH:17][CH:16]=5)=[CH:13][CH:12]=[CH:11][CH:10]=4)=[CH:7][C:6]1=2.[CH:39]1[C:51]2[NH:50][C:49]3[C:44](=[CH:45][CH:46]=[CH:47][CH:48]=3)[C:43]=2[CH:42]=[C:41]([N:52]2[C:64]3[CH:63]=[CH:62][CH:61]=[CH:60][C:59]=3[C:58]3[C:53]2=[CH:54][CH:55]=[CH:56][CH:57]=3)[CH:40]=1.CC(C)([O-])C.[Na+], predict the reaction product. The product is: [CH:19]1[CH:18]=[CH:17][CH:16]=[C:15]2[C:20]=1[C:21]1[C:8]([C:9]3[C:14]2=[CH:13][CH:12]=[CH:11][CH:10]=3)=[CH:7][C:6]2=[C:23]3[C:3]([CH:4]=[C:5]2[CH:22]=1)=[C:2]([N:50]1[C:51]2[CH:39]=[CH:40][C:41]([N:52]4[C:53]5[CH:54]=[CH:55][CH:56]=[CH:57][C:58]=5[C:59]5[C:64]4=[CH:63][CH:62]=[CH:61][CH:60]=5)=[CH:42][C:43]=2[C:44]2[C:49]1=[CH:48][CH:47]=[CH:46][CH:45]=2)[CH:26]=[CH:25][C:24]13[C:27]2[CH:28]=[CH:29][CH:30]=[CH:31][C:32]=2[C:33]2[C:38]1=[CH:37][CH:36]=[CH:35][CH:34]=2. (5) Given the reactants [CH:1]([C:3]1[C:4]([F:15])=[CH:5][N:6]=[C:7]2[C:12]=1[N:11]=[C:10]([O:13][CH3:14])[CH:9]=[CH:8]2)=[CH2:2].[OH:16][C@H:17]1[CH2:21][NH:20][CH2:19][C@H:18]1[CH2:22][NH:23][C:24](=[O:33])[O:25][CH2:26][C:27]1[CH:32]=[CH:31][CH:30]=[CH:29][CH:28]=1, predict the reaction product. The product is: [C:27]1([CH2:26][O:25][C:24](=[O:33])[NH:23][CH2:22][C@H:18]2[C@@H:17]([OH:16])[CH2:21][N:20]([CH2:2][CH2:1][C:3]3[C:12]4[C:7](=[CH:8][CH:9]=[C:10]([O:13][CH3:14])[N:11]=4)[N:6]=[CH:5][C:4]=3[F:15])[CH2:19]2)[CH:32]=[CH:31][CH:30]=[CH:29][CH:28]=1. (6) Given the reactants [CH:1]1([N:5]2[CH2:11][CH2:10][C:9]3[CH:12]=[C:13]([C:16]([OH:18])=O)[CH:14]=[CH:15][C:8]=3[CH2:7][CH2:6]2)[CH2:4][CH2:3][CH2:2]1.[OH-].[NH4+:20], predict the reaction product. The product is: [CH:1]1([N:5]2[CH2:11][CH2:10][C:9]3[CH:12]=[C:13]([C:16]([NH2:20])=[O:18])[CH:14]=[CH:15][C:8]=3[CH2:7][CH2:6]2)[CH2:4][CH2:3][CH2:2]1.